Dataset: Forward reaction prediction with 1.9M reactions from USPTO patents (1976-2016). Task: Predict the product of the given reaction. Given the reactants [C:1](N1C=CN=C1)(N1C=CN=C1)=[O:2].[Cl:13][C:14]1[CH:15]=[CH:16][C:17]([NH:20][C:21]([C:23]2[C:28]([C:29]([NH:31][C:32]3[CH:37]=[CH:36][C:35]([NH:38][CH2:39][CH2:40][OH:41])=[CH:34][CH:33]=3)=[O:30])=[N:27][CH:26]=[CH:25][N:24]=2)=[O:22])=[N:18][CH:19]=1, predict the reaction product. The product is: [Cl:13][C:14]1[CH:15]=[CH:16][C:17]([NH:20][C:21]([C:23]2[C:28]([C:29]([NH:31][C:32]3[CH:37]=[CH:36][C:35]([N:38]4[CH2:39][CH2:40][O:41][C:1]4=[O:2])=[CH:34][CH:33]=3)=[O:30])=[N:27][CH:26]=[CH:25][N:24]=2)=[O:22])=[N:18][CH:19]=1.